This data is from hERG Central: cardiac toxicity at 1µM, 10µM, and general inhibition. The task is: Predict hERG channel inhibition at various concentrations. (1) The drug is O=C(c1ccco1)N1CCN(C(=O)C2CC(c3ccc(Cl)cc3)=NO2)CC1. Results: hERG_inhib (hERG inhibition (general)): blocker. (2) The compound is O=C(NCCCN1CCOCC1)c1cccc(S(=O)(=O)N2CCN(c3ccccc3)CC2)c1. Results: hERG_inhib (hERG inhibition (general)): blocker. (3) The molecule is CCCN1CCC(=O)N([C@H](COc2ccccc2)CC(C)C)CC1. Results: hERG_inhib (hERG inhibition (general)): blocker. (4) The molecule is CCn1c(N)[n+](CC(=O)Nc2ccc(SC(F)F)cc2)c2ccccc21.[Cl-]. Results: hERG_inhib (hERG inhibition (general)): blocker. (5) Results: hERG_inhib (hERG inhibition (general)): blocker. The compound is Cc1noc(C)c1COc1cccc(C(=O)OC(C)C(=O)Nc2ccc3c(c2)OCO3)c1. (6) The molecule is Cc1ccccc1N1CCN(C2CCCN(C(=O)c3cn4c(C)cccc4n3)C2)CC1. Results: hERG_inhib (hERG inhibition (general)): blocker. (7) The drug is CC(c1ccccc1)C1C(C#N)=C(N)OC2=C1C(=O)CC(C)(C)C2. Results: hERG_inhib (hERG inhibition (general)): blocker. (8) The drug is COc1ccc2nc(NC(=O)Cn3cnc4c(=O)n(C)c(=O)n(C)c43)sc2c1. Results: hERG_inhib (hERG inhibition (general)): blocker.